Dataset: Cav3 T-type calcium channel HTS with 100,875 compounds. Task: Binary Classification. Given a drug SMILES string, predict its activity (active/inactive) in a high-throughput screening assay against a specified biological target. The molecule is S(c1n(c(nn1)Cc1n(ccc1)C)c1ccc(F)cc1)CC(=O)Nc1cc(cc(c1)C)C. The result is 1 (active).